From a dataset of Full USPTO retrosynthesis dataset with 1.9M reactions from patents (1976-2016). Predict the reactants needed to synthesize the given product. (1) The reactants are: [C:1]([C:4]1[NH:20][C:7]2=[CH:8][C:9]3[C:10]([CH3:19])([CH3:18])[C:11](=[O:17])[N:12]([CH2:15][CH3:16])[C:13]=3[CH:14]=[C:6]2[N:5]=1)(=[O:3])[CH3:2].O.C1(C)C=CC(S(O)(=O)=O)=CC=1.[O:33]1[CH:38]=[CH:37][CH2:36][CH2:35][CH2:34]1. Given the product [C:1]([C:4]1[N:20]([CH:34]2[CH2:35][CH2:36][CH2:37][CH2:38][O:33]2)[C:7]2=[CH:8][C:9]3[C:10]([CH3:19])([CH3:18])[C:11](=[O:17])[N:12]([CH2:15][CH3:16])[C:13]=3[CH:14]=[C:6]2[N:5]=1)(=[O:3])[CH3:2], predict the reactants needed to synthesize it. (2) The reactants are: [Br:1]N1C(=O)CCC1=O.[NH2:9][C:10]1[C:19]2[C:14](=[CH:15][CH:16]=[CH:17][CH:18]=2)[CH:13]=[CH:12][N:11]=1. Given the product [Br:1][C:13]1[C:14]2[C:19](=[CH:18][CH:17]=[CH:16][CH:15]=2)[C:10]([NH2:9])=[N:11][CH:12]=1, predict the reactants needed to synthesize it. (3) Given the product [CH3:7][C:5]1[S:4][C:3]([C:8]2[CH:9]=[CH:10][N:25]=[C:23]([NH:22][C:19]3[CH:20]=[CH:21][C:16]([CH3:15])=[C:17]([S:26]([N:29]4[CH2:30][CH2:31][O:32][CH2:33][CH2:34]4)(=[O:27])=[O:28])[CH:18]=3)[N:24]=2)=[C:2]([CH3:1])[N:6]=1, predict the reactants needed to synthesize it. The reactants are: [CH3:1][C:2]1[N:6]=[C:5]([CH3:7])[S:4][C:3]=1/[CH:8]=[CH:9]/[C:10](N(C)C)=O.[CH3:15][C:16]1[CH:21]=[CH:20][C:19]([NH:22][C:23]([NH2:25])=[NH:24])=[CH:18][C:17]=1[S:26]([N:29]1[CH2:34][CH2:33][O:32][CH2:31][CH2:30]1)(=[O:28])=[O:27]. (4) Given the product [CH3:1][C:2]1([CH3:28])[O:6][C@@H:5]([CH2:7][O:8][C:9]2[CH:14]=[C:13]([CH3:15])[C:12]([C:16]3[CH:21]=[CH:20][CH:19]=[C:18]([C:22]([OH:24])=[O:23])[C:17]=3[CH3:26])=[C:11]([CH3:27])[CH:10]=2)[CH2:4][O:3]1, predict the reactants needed to synthesize it. The reactants are: [CH3:1][C:2]1([CH3:28])[O:6][C@@H:5]([CH2:7][O:8][C:9]2[CH:14]=[C:13]([CH3:15])[C:12]([C:16]3[CH:21]=[CH:20][CH:19]=[C:18]([C:22]([O:24]C)=[O:23])[C:17]=3[CH3:26])=[C:11]([CH3:27])[CH:10]=2)[CH2:4][O:3]1.CO.[OH-].[Na+]. (5) Given the product [CH:5]1([C@:22]2([OH:23])[CH2:21][CH2:20][N:19]([C:24]([O:26][CH2:27][C:28]3[CH:29]=[CH:30][CH:31]=[CH:32][CH:33]=3)=[O:25])[C@H:18]2[CH:15]([CH3:16])[CH3:17])[CH2:7][CH2:6]1, predict the reactants needed to synthesize it. The reactants are: [Cl-].[Ce+3].[Cl-].[Cl-].[CH:5]1([Mg]Br)[CH2:7][CH2:6]1.C1COCC1.[CH:15]([C@H:18]1[C:22](=[O:23])[CH2:21][CH2:20][N:19]1[C:24]([O:26][CH2:27][C:28]1[CH:33]=[CH:32][CH:31]=[CH:30][CH:29]=1)=[O:25])([CH3:17])[CH3:16]. (6) Given the product [Cl:1][C:2]1[CH:3]=[C:4]([N:9]2[C:13]([C:14]3[CH:19]=[C:18]([O:20][C:21]([F:22])([F:23])[F:24])[CH:17]=[C:16]([Cl:25])[CH:15]=3)=[CH:12][C:11]([C:52]3[C:57]4[CH2:58][NH:59][C:60](=[O:61])[C:56]=4[CH:55]=[CH:54][N:53]=3)=[N:10]2)[CH:5]=[CH:6][C:7]=1[F:8], predict the reactants needed to synthesize it. The reactants are: [Cl:1][C:2]1[CH:3]=[C:4]([N:9]2[C:13]([C:14]3[CH:19]=[C:18]([O:20][C:21]([F:24])([F:23])[F:22])[CH:17]=[C:16]([Cl:25])[CH:15]=3)=[CH:12][C:11](C(O)=O)=[N:10]2)[CH:5]=[CH:6][C:7]=1[F:8].FC1C=C(C2N(C3C=NC=CC=3)N=C([C:52]3[C:57]4[CH2:58][NH:59][C:60](=[O:61])[C:56]=4[CH:55]=[CH:54][N:53]=3)C=2)C=C(OC(F)(F)F)C=1.NC1C=CNN=1.BrC1C=CNN=1. (7) Given the product [CH2:38]([N:3]([CH2:1][CH3:2])[CH2:4][CH2:5][CH2:6][NH:7][C:8]1[N:9]=[C:10]([C:27]2[CH:28]=[C:29]([CH:33]=[C:34]([F:37])[C:35]=2[CH3:36])[C:30]([NH:48][C:49]2[CH:54]=[CH:53][CH:52]=[CH:51][CH:50]=2)=[O:31])[C:11]2[CH:17]=[CH:16][C:15](=[O:18])[N:14]([C:19]3[C:24]([F:25])=[CH:23][CH:22]=[CH:21][C:20]=3[F:26])[C:12]=2[N:13]=1)[CH3:39], predict the reactants needed to synthesize it. The reactants are: [CH2:1]([N:3]([CH2:38][CH3:39])[CH2:4][CH2:5][CH2:6][NH:7][C:8]1[N:9]=[C:10]([C:27]2[CH:28]=[C:29]([CH:33]=[C:34]([F:37])[C:35]=2[CH3:36])[C:30](O)=[O:31])[C:11]2[CH:17]=[CH:16][C:15](=[O:18])[N:14]([C:19]3[C:24]([F:25])=[CH:23][CH:22]=[CH:21][C:20]=3[F:26])[C:12]=2[N:13]=1)[CH3:2].CN(C(O[N:48]1N=N[C:50]2[CH:51]=[CH:52][CH:53]=[CH:54][C:49]1=2)=[N+](C)C)C.F[P-](F)(F)(F)(F)F.C(N(CC)CC)C.NC1C=CC=CC=1.